Dataset: Full USPTO retrosynthesis dataset with 1.9M reactions from patents (1976-2016). Task: Predict the reactants needed to synthesize the given product. (1) Given the product [C:14]([O:18][C:19]([N:21]1[CH2:22][CH2:23][N:24]([CH2:27][CH2:28][C:29]2[CH:30]=[CH:31][C:32]([O:35][C:36]3[S:37][C:38]4[CH:44]=[CH:43][CH:42]=[CH:41][C:39]=4[N:40]=3)=[CH:33][CH:34]=2)[CH2:25][CH2:26]1)=[O:20])([CH3:17])([CH3:15])[CH3:16].[S:37]1[C:38]2[CH:44]=[CH:43][CH:42]=[CH:41][C:39]=2[N:40]=[C:36]1[O:35][C:32]1[CH:31]=[CH:30][C:29]([CH2:28][CH2:27][N:24]2[CH2:25][CH2:26][N:21]([C:19]([CH:1]3[CH2:4][CH2:46][CH2:6][O:5]3)=[O:20])[CH2:22][CH2:23]2)=[CH:34][CH:33]=1, predict the reactants needed to synthesize it. The reactants are: [C:1]([O:5][C:6](N1CCNCC1)=O)([CH3:4])(C)C.[C:14]([O:18][C:19]([N:21]1[CH2:26][CH2:25][N:24]([CH2:27][CH2:28][C:29]2[CH:34]=[CH:33][C:32]([O:35][C:36]3[S:37][C:38]4[CH:44]=[CH:43][CH:42]=[CH:41][C:39]=4[N:40]=3)=[CH:31][CH:30]=2)[CH2:23][CH2:22]1)=[O:20])([CH3:17])([CH3:16])[CH3:15].F[C:46](F)(F)S(O)(=O)=O. (2) Given the product [BrH:2].[CH3:13][C:12]1[S:14][C:3]2[CH:9]([CH3:10])[CH2:8][NH:7][CH2:6][CH2:5][C:4]=2[N:15]=1, predict the reactants needed to synthesize it. The reactants are: Br.[Br:2][CH:3]1[CH:9]([CH3:10])[CH2:8][NH:7][CH2:6][CH2:5][C:4]1=O.[C:12]([NH2:15])(=[S:14])[CH3:13]. (3) Given the product [OH:1][CH2:2][CH2:3][CH2:4][CH2:5][CH2:6][C:7]1[CH:12]=[C:11]([CH2:13][CH2:14][CH2:15][CH2:16][CH2:17][OH:18])[CH:10]=[C:9]([CH2:19][CH2:20][CH2:21][CH2:22][CH2:23][OH:24])[CH:8]=1, predict the reactants needed to synthesize it. The reactants are: [OH:1][CH2:2][CH2:3][CH2:4][C:5]#[C:6][C:7]1[CH:12]=[C:11]([C:13]#[C:14][CH2:15][CH2:16][CH2:17][OH:18])[CH:10]=[C:9]([C:19]#[C:20][CH2:21][CH2:22][CH2:23][OH:24])[CH:8]=1. (4) Given the product [Cl:1][C:2]1[C:3]([C:19]([N:21]2[CH2:26][CH2:25][O:24][CH2:23][CH2:22]2)=[O:20])=[CH:4][C:5]([O:11][CH2:12][C:13]2[CH:18]=[CH:17][CH:16]=[CH:15][CH:14]=2)=[C:6]([CH:10]=1)[C:7]([NH:51][C:46]1[CH:47]=[CH:48][N:52]=[N:44][CH:45]=1)=[O:8], predict the reactants needed to synthesize it. The reactants are: [Cl:1][C:2]1[C:3]([C:19]([N:21]2[CH2:26][CH2:25][O:24][CH2:23][CH2:22]2)=[O:20])=[CH:4][C:5]([O:11][CH2:12][C:13]2[CH:18]=[CH:17][CH:16]=[CH:15][CH:14]=2)=[C:6]([CH:10]=1)[C:7](O)=[O:8].C(N(C(C)C)CC)(C)C.CN(C(O[N:44]1[N:52]=[N:51][C:46]2[CH:47]=[CH:48]C=N[C:45]1=2)=[N+](C)C)C.F[P-](F)(F)(F)(F)F.NC1C=CN=NC=1. (5) Given the product [CH:20]([O:19][C:13]1[CH:14]=[C:15]([CH3:18])[CH:16]=[CH:17][C:12]=1[C:11]([NH:10][C:6]1[CH:5]=[C:4]2[C:9](=[CH:8][CH:7]=1)[N:1]([C:33](=[O:34])[CH2:32][C:27]1[CH:28]=[CH:29][CH:30]=[CH:31][N:26]=1)[CH2:2][CH2:3]2)=[O:23])([CH3:21])[CH3:22], predict the reactants needed to synthesize it. The reactants are: [NH:1]1[C:9]2[C:4](=[CH:5][C:6]([NH:10][C:11](=[O:23])[C:12]3[CH:17]=[CH:16][C:15]([CH3:18])=[CH:14][C:13]=3[O:19][CH:20]([CH3:22])[CH3:21])=[CH:7][CH:8]=2)[CH2:3][CH2:2]1.Cl.Cl.[N:26]1[CH:31]=[CH:30][CH:29]=[CH:28][C:27]=1[CH2:32][C:33](O)=[O:34].O.ON1C2C=CC=CC=2N=N1.CN(C)CCCN=C=NCC. (6) Given the product [Br:21][C:22]1[CH:29]=[CH:28][C:25]([CH2:26][NH:27][C:2]2[CH:3]=[C:4]([O:5][CH2:6][C:7]3[CH:12]=[CH:11][C:10]([CH3:13])=[CH:9][N:8]=3)[CH:14]=[CH:15][C:16]=2[N+:17]([O-:19])=[O:18])=[C:24]([F:30])[CH:23]=1, predict the reactants needed to synthesize it. The reactants are: F[C:2]1[CH:3]=[C:4]([CH:14]=[CH:15][C:16]=1[N+:17]([O-:19])=[O:18])[O:5][CH2:6][C:7]1[CH:12]=[CH:11][C:10]([CH3:13])=[CH:9][N:8]=1.Cl.[Br:21][C:22]1[CH:29]=[CH:28][C:25]([CH2:26][NH2:27])=[C:24]([F:30])[CH:23]=1.CCN(C(C)C)C(C)C.